This data is from Forward reaction prediction with 1.9M reactions from USPTO patents (1976-2016). The task is: Predict the product of the given reaction. Given the reactants Cl.[NH2:2][CH2:3][CH2:4][S:5][S:6][CH2:7][CH2:8][NH:9][C:10](=[O:18])[C:11]1[CH:16]=[CH:15][CH:14]=[CH:13][C:12]=1[OH:17].[CH2:19]1[C@@H:23]([CH2:24][CH2:25][CH2:26][CH2:27][C:28](O)=[O:29])[S:22][S:21][CH2:20]1.CN(C(ON1N=NC2C=CC=NC1=2)=[N+](C)C)C.F[P-](F)(F)(F)(F)F.CCN(C(C)C)C(C)C, predict the reaction product. The product is: [S:21]1[CH2:20][CH2:19][C@H:23]([CH2:24][CH2:25][CH2:26][CH2:27][C:28]([NH:2][CH2:3][CH2:4][S:5][S:6][CH2:7][CH2:8][NH:9][C:10](=[O:18])[C:11]2[CH:16]=[CH:15][CH:14]=[CH:13][C:12]=2[OH:17])=[O:29])[S:22]1.